Dataset: Full USPTO retrosynthesis dataset with 1.9M reactions from patents (1976-2016). Task: Predict the reactants needed to synthesize the given product. (1) Given the product [NH2:1][C:2]1[N:7]=[C:6]([N:20]2[C:21]3[CH:22]=[CH:23][CH:24]=[C:16]([C:14]([NH:13][CH2:12][C:11]4[CH:25]=[CH:26][CH:27]=[CH:28][C:10]=4[Cl:9])=[O:15])[C:17]=3[CH:18]=[CH:19]2)[CH:5]=[CH:4][N:3]=1, predict the reactants needed to synthesize it. The reactants are: [NH2:1][C:2]1[N:7]=[C:6](Cl)[CH:5]=[CH:4][N:3]=1.[Cl:9][C:10]1[CH:28]=[CH:27][CH:26]=[CH:25][C:11]=1[CH2:12][NH:13][C:14]([C:16]1[C:17]2[CH:18]=[CH:19][NH:20][C:21]=2[CH:22]=[CH:23][CH:24]=1)=[O:15].C([O-])([O-])=O.[Cs+].[Cs+]. (2) Given the product [CH3:1][N:2]([CH3:3])[C:5]1[C:14]2[C:9](=[CH:10][C:11]([O:15][C:16]3[CH:21]=[CH:20][CH:19]=[CH:18][CH:17]=3)=[CH:12][CH:13]=2)[N:8]=[C:7]([N:22]2[CH:26]=[C:25]([C:27]([O:29][CH2:30][CH3:31])=[O:28])[CH:24]=[N:23]2)[N:6]=1, predict the reactants needed to synthesize it. The reactants are: [CH3:1][NH:2][CH3:3].Cl[C:5]1[C:14]2[C:9](=[CH:10][C:11]([O:15][C:16]3[CH:21]=[CH:20][CH:19]=[CH:18][CH:17]=3)=[CH:12][CH:13]=2)[N:8]=[C:7]([N:22]2[CH:26]=[C:25]([C:27]([O:29][CH2:30][CH3:31])=[O:28])[CH:24]=[N:23]2)[N:6]=1. (3) Given the product [NH2:5][C:4]1[C:3]2[C:2](=[CH:9][CH:8]=[CH:7][CH:6]=2)[N:1]=[C:11]([CH3:18])[C:12]=1[C:13]([O:15][CH2:16][CH3:17])=[O:14], predict the reactants needed to synthesize it. The reactants are: [NH2:1][C:2]1[CH:9]=[CH:8][CH:7]=[CH:6][C:3]=1[C:4]#[N:5].O=[C:11]([CH3:18])[CH2:12][C:13]([O:15][CH2:16][CH3:17])=[O:14]. (4) The reactants are: C([O:3][C:4]([C:6]1[C:7]2[N:8]=[CH:9][CH:10]=[N:11][C:12]=2[C:13]([C:16]2[CH:21]=[C:20]([O:22][CH3:23])[CH:19]=[C:18]([O:24][CH3:25])[C:17]=2[F:26])=[CH:14][CH:15]=1)=O)C.[CH3:27][N:28]1[CH2:33][CH2:32][N:31]([CH2:34][C:35]2[CH:36]=[CH:37][C:38]([NH:41]C(C3C4N=CC=NC=4C(C4C(Cl)=C(OC)C=C(OC)C=4Cl)=CC=3)=O)=[N:39][CH:40]=2)[CH2:30][CH2:29]1. Given the product [CH3:27][N:28]1[CH2:33][CH2:32][N:31]([CH2:34][C:35]2[CH:36]=[CH:37][C:38]([NH:41][C:4]([C:6]3[C:7]4[N:8]=[CH:9][CH:10]=[N:11][C:12]=4[C:13]([C:16]4[CH:21]=[C:20]([O:22][CH3:23])[CH:19]=[C:18]([O:24][CH3:25])[C:17]=4[F:26])=[CH:14][CH:15]=3)=[O:3])=[N:39][CH:40]=2)[CH2:30][CH2:29]1, predict the reactants needed to synthesize it. (5) Given the product [Cl:30][C:17]1[CH:16]=[C:15]([N:6]([C:7]2[CH:12]=[CH:11][C:10]([F:13])=[CH:9][C:8]=2[CH3:14])[C:5]([O:4][CH:2]([O:39][C:32](=[O:38])[CH2:33][CH2:34][CH2:35][CH2:36][CH3:37])[CH3:3])=[O:31])[CH:20]=[CH:19][C:18]=1[C:21](=[O:29])[C:22]1[CH:27]=[CH:26][CH:25]=[CH:24][C:23]=1[CH3:28], predict the reactants needed to synthesize it. The reactants are: Cl[CH:2]([O:4][C:5](=[O:31])[N:6]([C:15]1[CH:20]=[CH:19][C:18]([C:21](=[O:29])[C:22]2[CH:27]=[CH:26][CH:25]=[CH:24][C:23]=2[CH3:28])=[C:17]([Cl:30])[CH:16]=1)[C:7]1[CH:12]=[CH:11][C:10]([F:13])=[CH:9][C:8]=1[CH3:14])[CH3:3].[C:32]([O-:39])(=[O:38])[CH2:33][CH2:34][CH2:35][CH2:36][CH3:37].C([N+](CCCC)(CCCC)CCCC)CCC. (6) Given the product [CH2:15]([O:14][P:12]([C:2]1[S:1][CH:5]=[CH:4][CH:3]=1)([O:17][CH2:18][CH3:19])=[O:13])[CH3:16], predict the reactants needed to synthesize it. The reactants are: [S:1]1[CH:5]=[CH:4][CH:3]=[C:2]1[Li].C1COCC1.[P:12](Cl)([O:17][CH2:18][CH3:19])([O:14][CH2:15][CH3:16])=[O:13]. (7) Given the product [Br:1][C:2]1[CH:3]=[C:4]([CH2:8][C:9]([O:11][CH3:13])=[O:10])[CH:5]=[CH:6][CH:7]=1, predict the reactants needed to synthesize it. The reactants are: [Br:1][C:2]1[CH:3]=[C:4]([CH2:8][C:9]([OH:11])=[O:10])[CH:5]=[CH:6][CH:7]=1.[Si](C=[N+]=[N-])(C)(C)[CH3:13]. (8) Given the product [ClH:4].[Br:5][C:6]1[CH:17]=[CH:16][CH:15]=[CH:14][C:7]=1[CH2:8][C@H:9]([C:11]([O:13][CH3:1])=[O:12])[NH2:10], predict the reactants needed to synthesize it. The reactants are: [C:1]([Cl:4])(=O)C.[Br:5][C:6]1[CH:17]=[CH:16][CH:15]=[CH:14][C:7]=1[CH2:8][C@H:9]([C:11]([OH:13])=[O:12])[NH2:10].